This data is from Reaction yield outcomes from USPTO patents with 853,638 reactions. The task is: Predict the reaction yield, written as a fraction of the theoretical maximum amount of product (1.0 means a 100% yield; for example, 0.34 means a 34% yield). (1) The reactants are C([C@@H]([C@H](C(O)=O)O)O)(O)=O.[CH3:11][C@@H:12]1[CH2:16][CH2:15][CH2:14][NH:13]1.C(=O)([O-])[O-].[K+].[K+].CC1C=CC(S(O[CH2:34][CH2:35][C:36]2[CH:45]=[CH:44][C:43]3[C:38](=[CH:39][CH:40]=[C:41]([Br:46])[CH:42]=3)[N:37]=2)(=O)=O)=CC=1. The catalyst is C(#N)C. The product is [Br:46][C:41]1[CH:42]=[C:43]2[C:38](=[CH:39][CH:40]=1)[N:37]=[C:36]([CH2:35][CH2:34][N:13]1[CH2:14][CH2:15][CH2:16][C@H:12]1[CH3:11])[CH:45]=[CH:44]2. The yield is 0.920. (2) The reactants are [H-].[Na+].[Cl:3][C:4]1[C:13]2[C:8](=[CH:9][C:10]([CH2:14][OH:15])=[CH:11][CH:12]=2)[N:7]=[C:6]([CH3:16])[CH:5]=1.F[C:18]1[CH:25]=[CH:24][C:21]([C:22]#[N:23])=[CH:20][CH:19]=1. The yield is 0.780. The catalyst is CN(C)C=O. The product is [Cl:3][C:4]1[C:13]2[C:8](=[CH:9][C:10]([CH2:14][O:15][C:18]3[CH:25]=[CH:24][C:21]([C:22]#[N:23])=[CH:20][CH:19]=3)=[CH:11][CH:12]=2)[N:7]=[C:6]([CH3:16])[CH:5]=1.